Dataset: Reaction yield outcomes from USPTO patents with 853,638 reactions. Task: Predict the reaction yield, written as a fraction of the theoretical maximum amount of product (1.0 means a 100% yield; for example, 0.34 means a 34% yield). The reactants are [F:1][C:2]1[CH:3]=[C:4]([N:8]=[C:9]=[O:10])[CH:5]=[CH:6][CH:7]=1.[NH2:11][C:12]1[C:13]([F:43])=[CH:14][C:15]([F:42])=[C:16]([C:18]2[C:19](=[O:41])[N:20]([CH2:39][CH3:40])[C:21]3[C:26]([CH:27]=2)=[CH:25][N:24]=[C:23]([N:28]([CH2:30][C:31]2[CH:36]=[CH:35][C:34]([O:37][CH3:38])=[CH:33][CH:32]=2)[CH3:29])[CH:22]=3)[CH:17]=1.[N-]=C=O. The catalyst is C1COCC1.CCOC(C)=O. The product is [CH3:38][O:37][C:34]1[CH:33]=[CH:32][C:31]([CH2:30][N:28]([CH3:29])[C:23]2[CH:22]=[C:21]3[C:26]([CH:27]=[C:18]([C:16]4[C:15]([F:42])=[CH:14][C:13]([F:43])=[C:12]([NH:11][C:9]([NH:8][C:4]5[CH:5]=[CH:6][CH:7]=[C:2]([F:1])[CH:3]=5)=[O:10])[CH:17]=4)[C:19](=[O:41])[N:20]3[CH2:39][CH3:40])=[CH:25][N:24]=2)=[CH:36][CH:35]=1. The yield is 0.790.